From a dataset of Full USPTO retrosynthesis dataset with 1.9M reactions from patents (1976-2016). Predict the reactants needed to synthesize the given product. (1) Given the product [C:37]([O:40][C:17](=[O:26])[NH:14][C:4]1[CH:8]=[CH:9][N:10]=[C:2]([Cl:1])[C:3]=1[F:11])([CH3:39])([CH3:38])[CH3:36], predict the reactants needed to synthesize it. The reactants are: [Cl:1][C:2]1[C:3]([F:11])=[C:4]([CH:8]=[CH:9][N:10]=1)C(O)=O.C([N:14]([CH2:17]C)CC)C.C1(P(N=[N+]=[N-])(C2C=CC=CC=2)=[O:26])C=CC=CC=1.[CH3:36][C:37]([OH:40])([CH3:39])[CH3:38]. (2) Given the product [Br:63][C:60]1[CH:61]=[CH:62][C:57]([S:54]([NH:53][C:51]2[CH:52]=[C:47]([NH:46][C:11](=[O:13])[C@@H:9]([N:8]([CH3:14])[C:6](=[O:7])[O:5][C:2]([CH3:1])([CH3:3])[CH3:4])[CH3:10])[CH:48]=[CH:49][C:50]=2[O:65][CH3:66])(=[O:56])=[O:55])=[C:58]([Cl:64])[CH:59]=1, predict the reactants needed to synthesize it. The reactants are: [CH3:1][C:2]([O:5][C:6]([N:8]([CH3:14])[C@H:9]([C:11]([OH:13])=O)[CH3:10])=[O:7])([CH3:4])[CH3:3].ON1C2C=CC=CC=2N=N1.C(N(C(C)C)CC)(C)C.Cl.CN(C)CCCN=C=NCC.[NH2:46][C:47]1[CH:48]=[CH:49][C:50]([O:65][CH3:66])=[C:51]([NH:53][S:54]([C:57]2[CH:62]=[CH:61][C:60]([Br:63])=[CH:59][C:58]=2[Cl:64])(=[O:56])=[O:55])[CH:52]=1. (3) Given the product [Cl:1][C:2]1[C:3]([NH:23][C:24]2[CH:28]=[C:27]([CH3:29])[NH:26][N:25]=2)=[N:4][C:5]([NH:8][C:9]2[C:10]([F:22])=[CH:11][C:12]([CH:16]3[CH2:17][CH2:18][N:19]([CH2:31][CH2:32][CH2:33][C:34]([N:36]4[CH2:41][CH2:40][O:39][CH2:38][CH2:37]4)=[O:35])[CH2:20][CH2:21]3)=[C:13]([CH3:15])[CH:14]=2)=[N:6][CH:7]=1, predict the reactants needed to synthesize it. The reactants are: [Cl:1][C:2]1[C:3]([NH:23][C:24]2[CH:28]=[C:27]([CH3:29])[NH:26][N:25]=2)=[N:4][C:5]([NH:8][C:9]2[CH:14]=[C:13]([CH3:15])[C:12]([CH:16]3[CH2:21][CH2:20][NH:19][CH2:18][CH2:17]3)=[CH:11][C:10]=2[F:22])=[N:6][CH:7]=1.Cl[CH2:31][CH2:32][CH2:33][C:34]([N:36]1[CH2:41][CH2:40][O:39][CH2:38][CH2:37]1)=[O:35].CCN(C(C)C)C(C)C. (4) Given the product [F:14][C:13]([F:16])([F:15])[C@:3]([O:2][CH3:1])([C:4]1[CH:5]=[CH:6][CH:7]=[CH:8][CH:9]=1)[C:10]([NH:40][C@@H:35]1[C:36]2[C:37](=[CH:38][CH:39]=[C:23]([F:43])[CH:25]=2)[CH2:55][C@@H:54]1[OH:53])=[O:12], predict the reactants needed to synthesize it. The reactants are: [CH3:1][O:2][C@:3]([C:13]([F:16])([F:15])[F:14])([C:10]([OH:12])=O)[C:4]1[CH:9]=[CH:8][CH:7]=[CH:6][CH:5]=1.C(N([CH:23]([CH3:25])C)CC)(C)C.CN(C(ON1N=N[C:36]2[CH:37]=[CH:38][CH:39]=[N:40][C:35]1=2)=[N+](C)C)C.[F:43][P-](F)(F)(F)(F)F.C([O:53][CH2:54][CH3:55])(=O)C. (5) Given the product [C:16]([O:15][CH:9]1[CH:10]2[CH:11]([O:12][CH2:13][CH2:14]2)[O:7][CH2:8]1)(=[O:18])[CH3:17], predict the reactants needed to synthesize it. The reactants are: C(=O)([O-])[O-].[Na+].[Na+].[O:7]1[CH:11]2[O:12][CH2:13][CH2:14][CH:10]2[CH:9]([OH:15])[CH2:8]1.[C:16](OC(=O)C)(=[O:18])[CH3:17]. (6) Given the product [Br:11][C:12]1[CH:13]=[C:14]([CH:20]=[C:3]2[C:4]3[C:9](=[CH:8][CH:7]=[CH:6][CH:5]=3)[NH:1][C:2]2=[O:10])[C:15]([O:18][CH3:19])=[N:16][CH:17]=1, predict the reactants needed to synthesize it. The reactants are: [NH:1]1[C:9]2[C:4](=[CH:5][CH:6]=[CH:7][CH:8]=2)[CH2:3][C:2]1=[O:10].[Br:11][C:12]1[CH:13]=[C:14]([CH:20]=O)[C:15]([O:18][CH3:19])=[N:16][CH:17]=1.N1CCCCC1. (7) Given the product [Cl:1][C:2]1[CH:3]=[C:4]2[C:8](=[CH:9][CH:10]=1)[N:7]([CH2:11][C:12]#[N:13])[C:6]([CH2:14][CH2:15][O:16][CH3:28])=[C:5]2[S:17]([CH3:20])(=[O:19])=[O:18], predict the reactants needed to synthesize it. The reactants are: [Cl:1][C:2]1[CH:3]=[C:4]2[C:8](=[CH:9][CH:10]=1)[N:7]([CH2:11][C:12]#[N:13])[C:6]([CH2:14][CH2:15][OH:16])=[C:5]2[S:17]([CH3:20])(=[O:19])=[O:18].F[B-](F)(F)F.[H+].[Si](C=[N+]=[N-])(C)(C)[CH3:28].O. (8) Given the product [NH:4]1[CH:1]=[N:2][C:6]([S:7][C:8]2[C:17](=[O:18])[C:16]3[C:11](=[CH:12][CH:13]=[CH:14][CH:15]=3)/[C:10](=[N:19]/[S:20]([C:23]3[CH:24]=[CH:25][CH:26]=[CH:27][CH:28]=3)(=[O:21])=[O:22])/[CH:9]=2)=[N:5]1.[CH3:1][N:2]1[C:6]([S:7][C:8]2[C:17](=[O:18])[C:16]3[C:11](=[CH:12][CH:13]=[CH:14][CH:15]=3)/[C:10](=[N:19]/[S:20]([C:23]3[CH:28]=[CH:27][C:26]([C:29]4[CH:34]=[CH:33][CH:32]=[CH:31][CH:30]=4)=[CH:25][CH:24]=3)(=[O:21])=[O:22])/[CH:9]=2)=[N:5][N:4]=[N:3]1, predict the reactants needed to synthesize it. The reactants are: [CH3:1][N:2]1[C:6]([S:7][C:8]2[C:17](=[O:18])[C:16]3[C:11](=[CH:12][CH:13]=[CH:14][CH:15]=3)/[C:10](=[N:19]/[S:20]([C:23]3[CH:28]=[CH:27][C:26]([C:29]4[CH:34]=[CH:33][CH:32]=[CH:31][CH:30]=4)=[CH:25][CH:24]=3)(=[O:22])=[O:21])/[CH:9]=2)=[N:5][N:4]=[N:3]1.ClC1C(=O)C2C(=CC=CC=2)/C(=N/S(C2C=CC=CC=2)(=O)=O)/C=1.SC1N=CNN=1.